From a dataset of Full USPTO retrosynthesis dataset with 1.9M reactions from patents (1976-2016). Predict the reactants needed to synthesize the given product. (1) The reactants are: [F:1][C:2]1[CH:22]=[CH:21][CH:20]=[CH:19][C:3]=1[CH2:4][O:5][C:6]1[CH:10]=[C:9]([C:11]2[CH:16]=[CH:15][CH:14]=[CH:13][C:12]=2[O:17][CH3:18])[NH:8][N:7]=1.[CH3:23][O:24]C1C=C(OC)C=CC=1C(CC(OCC)=O)=O. Given the product [CH3:18][O:17][C:12]1[CH:13]=[C:14]([O:24][CH3:23])[CH:15]=[CH:16][C:11]=1[C:9]1[NH:8][N:7]=[C:6]([O:5][CH2:4][C:3]2[CH:19]=[CH:20][CH:21]=[CH:22][C:2]=2[F:1])[CH:10]=1, predict the reactants needed to synthesize it. (2) Given the product [CH3:17][C@H:18]1[CH2:23][CH2:22][C@H:21]([C:24]([N:26]([CH:41]2[CH2:42][CH2:43][N:44]([C:14](=[O:16])[CH2:13][CH2:12][CH2:11][CH2:10][CH2:9][NH:8][C:6]([O:5][C:1]([CH3:2])([CH3:3])[CH3:4])=[O:7])[CH2:45][CH2:46]2)[C:27]2[CH:31]=[C:30]([C:32]#[C:33][CH:34]([CH3:35])[CH3:36])[S:29][C:28]=2[C:37]([O:39][CH3:40])=[O:38])=[O:25])[CH2:20][CH2:19]1, predict the reactants needed to synthesize it. The reactants are: [C:1]([O:5][C:6]([NH:8][CH2:9][CH2:10][CH2:11][CH2:12][CH2:13][C:14]([OH:16])=O)=[O:7])([CH3:4])([CH3:3])[CH3:2].[CH3:17][C@H:18]1[CH2:23][CH2:22][C@H:21]([C:24]([N:26]([CH:41]2[CH2:46][CH2:45][NH:44][CH2:43][CH2:42]2)[C:27]2[CH:31]=[C:30]([C:32]#[C:33][CH:34]([CH3:36])[CH3:35])[S:29][C:28]=2[C:37]([O:39][CH3:40])=[O:38])=[O:25])[CH2:20][CH2:19]1.C(N(C(C)C)CC)(C)C.CN(C(ON1N=NC2C=CC=CC1=2)=[N+](C)C)C.F[P-](F)(F)(F)(F)F.